This data is from Peptide-MHC class II binding affinity with 134,281 pairs from IEDB. The task is: Regression. Given a peptide amino acid sequence and an MHC pseudo amino acid sequence, predict their binding affinity value. This is MHC class II binding data. (1) The peptide sequence is YDKFLANVSPVLTGK. The MHC is DRB1_0401 with pseudo-sequence DRB1_0401. The binding affinity (normalized) is 0.599. (2) The peptide sequence is EKKYFAATQFEPLAW. The MHC is DRB1_1602 with pseudo-sequence DRB1_1602. The binding affinity (normalized) is 0.430. (3) The peptide sequence is NASHCNEMSWIQSIP. The MHC is DRB1_1501 with pseudo-sequence DRB1_1501. The binding affinity (normalized) is 0.215. (4) The MHC is DRB1_1201 with pseudo-sequence DRB1_1201. The peptide sequence is PVLSAFKKFPKFNRV. The binding affinity (normalized) is 0.319. (5) The peptide sequence is SVRIRVRSGGHDYEG. The MHC is DRB1_1501 with pseudo-sequence DRB1_1501. The binding affinity (normalized) is 0.195. (6) The peptide sequence is RMRRPTGKVTLEADV. The MHC is DRB1_1301 with pseudo-sequence DRB1_1301. The binding affinity (normalized) is 0.851.